From a dataset of Forward reaction prediction with 1.9M reactions from USPTO patents (1976-2016). Predict the product of the given reaction. (1) Given the reactants Cl[C:2]1[N:7]=[CH:6][C:5]([O:8][CH:9]2[CH2:14][CH2:13][N:12]([C:15]([O:17][C:18]([CH3:21])([CH3:20])[CH3:19])=[O:16])[CH2:11][CH2:10]2)=[CH:4][CH:3]=1.[CH3:22][S:23]([C:26]1[CH:27]=[C:28]2[C:32](=[CH:33][CH:34]=1)[NH:31][CH2:30][CH2:29]2)(=[O:25])=[O:24], predict the reaction product. The product is: [C:18]([O:17][C:15]([N:12]1[CH2:13][CH2:14][CH:9]([O:8][C:5]2[CH:6]=[N:7][C:2]([N:31]3[C:32]4[C:28](=[CH:27][C:26]([S:23]([CH3:22])(=[O:25])=[O:24])=[CH:34][CH:33]=4)[CH2:29][CH2:30]3)=[CH:3][CH:4]=2)[CH2:10][CH2:11]1)=[O:16])([CH3:21])([CH3:20])[CH3:19]. (2) Given the reactants C[O:2][C:3]([C:5]1([CH2:8][NH:9][S:10]([C:13]2[CH:18]=[CH:17][CH:16]=[CH:15][C:14]=2[F:19])(=[O:12])=[O:11])[CH2:7][CH2:6]1)=[O:4].O.[OH-].[Li+], predict the reaction product. The product is: [F:19][C:14]1[CH:15]=[CH:16][CH:17]=[CH:18][C:13]=1[S:10]([NH:9][CH2:8][C:5]1([C:3]([OH:4])=[O:2])[CH2:6][CH2:7]1)(=[O:11])=[O:12]. (3) Given the reactants [CH:1]([N:4]1[N:13]=[C:12]2[C:6]([C:7]([NH2:18])=[N:8][C:9]3[CH:17]=[CH:16][CH:15]=[CH:14][C:10]=3[NH:11]2)=[N:5]1)([CH3:3])[CH3:2].[CH2:19]([C@H:27]1[CH2:32][NH:31][CH2:30][CH2:29][NH:28]1)[CH2:20][C:21]1[CH:26]=[CH:25][CH:24]=[CH:23][CH:22]=1.C(Cl)[Cl:34].C[OH:37], predict the reaction product. The product is: [OH2:37].[ClH:34].[ClH:34].[CH:1]([N:4]1[N:13]=[C:12]2[C:6]([C:7]([N:18]3[CH2:30][CH2:29][NH:28][C@@H:27]([CH2:19][CH2:20][C:21]4[CH:22]=[CH:23][CH:24]=[CH:25][CH:26]=4)[CH2:32]3)=[N:8][C:9]3[CH:17]=[CH:16][CH:15]=[CH:14][C:10]=3[NH:11]2)=[N:5]1)([CH3:3])[CH3:2].[CH:1]([N:4]1[N:13]=[C:12]2[C:6]([C:7]([N:31]3[CH2:30][CH2:29][NH:28][C@@H:27]([CH2:19][CH2:20][C:21]4[CH:22]=[CH:23][CH:24]=[CH:25][CH:26]=4)[CH2:32]3)=[N:8][C:9]3[CH:17]=[CH:16][CH:15]=[CH:14][C:10]=3[NH:11]2)=[N:5]1)([CH3:3])[CH3:2].[ClH:34].[ClH:34]. (4) The product is: [Br:1][C:2]1[C:3]2[S:8][CH:9]=[CH:10][C:4]=2[CH:5]=[CH:6][CH:7]=1. Given the reactants [Br:1][C:2]1[CH:7]=[CH:6][CH:5]=[CH:4][C:3]=1[S:8][CH2:9][CH:10]1OC=CO1, predict the reaction product. (5) Given the reactants Br[C:2]1[CH:3]=[C:4]([CH:18]=[CH:19][CH:20]=1)[C:5]([N:7]([CH2:9][C:10]1[CH:15]=[CH:14][CH:13]=[C:12]([O:16][CH3:17])[CH:11]=1)[CH3:8])=[O:6].[CH3:21][O:22][C:23]1[CH:28]=[CH:27][C:26](B(O)O)=[CH:25][CH:24]=1, predict the reaction product. The product is: [CH3:21][O:22][C:23]1[CH:28]=[CH:27][C:26]([C:2]2[CH:20]=[CH:19][CH:18]=[C:4]([C:5]([N:7]([CH2:9][C:10]3[CH:15]=[CH:14][CH:13]=[C:12]([O:16][CH3:17])[CH:11]=3)[CH3:8])=[O:6])[CH:3]=2)=[CH:25][CH:24]=1. (6) Given the reactants Cl.[C:2](=[NH:22])([NH:9][C:10]1[CH:11]=[C:12]([CH:17]=[CH:18][C:19]=1[O:20][CH3:21])[C:13]([O:15][CH3:16])=[O:14])[C:3]1[CH:8]=[CH:7][CH:6]=[CH:5][CH:4]=1.[O-:23]Cl.[Na+:25], predict the reaction product. The product is: [C:13]([O-:15])([OH:23])=[O:14].[Na+:25].[CH3:21][O:20][C:19]1[C:10]2[NH:9][C:2]([C:3]3[CH:8]=[CH:7][CH:6]=[CH:5][CH:4]=3)=[N:22][C:11]=2[C:12]([C:13]([O:15][CH3:16])=[O:14])=[CH:17][CH:18]=1.